Dataset: Peptide-MHC class I binding affinity with 185,985 pairs from IEDB/IMGT. Task: Regression. Given a peptide amino acid sequence and an MHC pseudo amino acid sequence, predict their binding affinity value. This is MHC class I binding data. The peptide sequence is MTMRCIGI. The MHC is H-2-Kb with pseudo-sequence H-2-Kb. The binding affinity (normalized) is 0.371.